This data is from Forward reaction prediction with 1.9M reactions from USPTO patents (1976-2016). The task is: Predict the product of the given reaction. (1) Given the reactants [N:1]1[N:9]2[C:4]([CH2:5][CH2:6][S:7][CH2:8]2)=[CH:3][C:2]=1[CH2:10][OH:11], predict the reaction product. The product is: [N:1]1[N:9]2[C:4]([CH2:5][CH2:6][S:7][CH2:8]2)=[CH:3][C:2]=1[CH:10]=[O:11]. (2) Given the reactants Cl[CH:2](Cl)C.[O:5]([CH2:12][CH2:13][S:14][CH2:15][C:16]1[O:20][C:19]([C:21]2[CH:22]=[C:23]3[C:27](=[CH:28][CH:29]=2)[NH:26][CH:25]=[CH:24]3)=[N:18][N:17]=1)[C:6]1[CH:11]=[CH:10][CH:9]=[CH:8][CH:7]=1.[Cl-].C[CH:32]=[N+:33]=[CH:34]C, predict the reaction product. The product is: [CH3:32][N:33]([CH3:34])[CH2:2][C:24]1[C:23]2[C:27](=[CH:28][CH:29]=[C:21]([C:19]3[O:20][C:16]([CH2:15][S:14][CH2:13][CH2:12][O:5][C:6]4[CH:11]=[CH:10][CH:9]=[CH:8][CH:7]=4)=[N:17][N:18]=3)[CH:22]=2)[NH:26][CH:25]=1. (3) Given the reactants [CH3:1][O:2][C:3]([CH:5]=P(C1C=CC=CC=1)(C1C=CC=CC=1)C1C=CC=CC=1)=[O:4].[Br:25][C:26]1[CH:33]=[CH:32][C:29]([CH:30]=O)=[C:28]([C:34]([F:37])([F:36])[F:35])[CH:27]=1.CCOCC, predict the reaction product. The product is: [CH3:1][O:2][C:3](=[O:4])[CH:5]=[CH:30][C:29]1[CH:32]=[CH:33][C:26]([Br:25])=[CH:27][C:28]=1[C:34]([F:37])([F:36])[F:35]. (4) Given the reactants [C:1]([NH:20][C@@H:21]1[CH2:25][C@H:24]([C:26]([O:28][CH3:29])=[O:27])[CH:23]=[CH:22]1)([C:14]1[CH:19]=[CH:18][CH:17]=[CH:16][CH:15]=1)([C:8]1[CH:13]=[CH:12][CH:11]=[CH:10][CH:9]=1)[C:2]1[CH:7]=[CH:6][CH:5]=[CH:4][CH:3]=1.N12CCCN=C1CCCCC2, predict the reaction product. The product is: [C:1]([NH:20][C@@H:21]1[CH2:25][C:24]([C:26]([O:28][CH3:29])=[O:27])=[CH:23][CH2:22]1)([C:8]1[CH:9]=[CH:10][CH:11]=[CH:12][CH:13]=1)([C:14]1[CH:19]=[CH:18][CH:17]=[CH:16][CH:15]=1)[C:2]1[CH:3]=[CH:4][CH:5]=[CH:6][CH:7]=1. (5) The product is: [CH2:1]([O:3][C:4](=[O:15])[NH:5][CH2:6][CH2:7][C:8]1[CH:9]=[CH:10][C:11]([O:14][C:17]2[CH:24]=[CH:23][C:20]([C:21]#[N:22])=[CH:19][CH:18]=2)=[CH:12][CH:13]=1)[CH3:2]. Given the reactants [CH2:1]([O:3][C:4](=[O:15])[NH:5][CH2:6][CH2:7][C:8]1[CH:13]=[CH:12][C:11]([OH:14])=[CH:10][CH:9]=1)[CH3:2].F[C:17]1[CH:24]=[CH:23][C:20]([C:21]#[N:22])=[CH:19][CH:18]=1.C(=O)([O-])[O-].[Cs+].[Cs+], predict the reaction product. (6) Given the reactants [NH2:1][CH2:2][CH:3]1[O:8][CH2:7][CH2:6][N:5]([C:9]([O:11][C:12]([CH3:15])([CH3:14])[CH3:13])=[O:10])[CH2:4]1.[C:16]([C:18]1[CH:19]=[C:20]([CH:36]([CH3:38])[CH3:37])[C:21]2[O:25][C:24]([C:26]3[CH:34]=[CH:33][C:29]([C:30](O)=[O:31])=[CH:28][CH:27]=3)=[N:23][C:22]=2[CH:35]=1)#[N:17], predict the reaction product. The product is: [C:16]([C:18]1[CH:19]=[C:20]([CH:36]([CH3:38])[CH3:37])[C:21]2[O:25][C:24]([C:26]3[CH:34]=[CH:33][C:29]([C:30]([NH:1][CH2:2][CH:3]4[O:8][CH2:7][CH2:6][N:5]([C:9]([O:11][C:12]([CH3:15])([CH3:14])[CH3:13])=[O:10])[CH2:4]4)=[O:31])=[CH:28][CH:27]=3)=[N:23][C:22]=2[CH:35]=1)#[N:17]. (7) Given the reactants [CH3:1][C:2]1[CH:3]=[C:4]2[C:8](=[CH:9][CH:10]=1)[NH:7][C:6]1[CH2:11][CH:12]3[N:16]([CH2:17][C:5]2=1)[CH2:15][CH2:14][CH2:13]3.N1CCC[C@H]1C(O)=O.[O-]P([O-])([O-])=O.[K+].[K+].[K+].Br[CH:35]=[C:36]([C:38]1[CH:43]=[CH:42][C:41]([F:44])=[CH:40][CH:39]=1)[CH3:37], predict the reaction product. The product is: [F:44][C:41]1[CH:42]=[CH:43][C:38](/[C:36](/[CH3:37])=[CH:35]/[N:7]2[C:8]3[C:4](=[CH:3][C:2]([CH3:1])=[CH:10][CH:9]=3)[C:5]3[CH2:17][N:16]4[CH:12]([CH2:11][C:6]2=3)[CH2:13][CH2:14][CH2:15]4)=[CH:39][CH:40]=1.